This data is from Peptide-MHC class I binding affinity with 185,985 pairs from IEDB/IMGT. The task is: Regression. Given a peptide amino acid sequence and an MHC pseudo amino acid sequence, predict their binding affinity value. This is MHC class I binding data. The binding affinity (normalized) is 0.444. The MHC is HLA-C06:02 with pseudo-sequence HLA-C06:02. The peptide sequence is AFRNIVNYL.